This data is from Forward reaction prediction with 1.9M reactions from USPTO patents (1976-2016). The task is: Predict the product of the given reaction. (1) Given the reactants [CH3:1][C:2]1[CH:8]=[CH:7][C:5](N)=[CH:4][C:3]=1[S:9][CH2:10][C:11]([F:14])([F:13])[F:12].N([O-])=[O:16].[Na+].CCCCCC.C(OCC)(=O)C, predict the reaction product. The product is: [CH3:1][C:2]1[CH:8]=[CH:7][C:5]([OH:16])=[CH:4][C:3]=1[S:9][CH2:10][C:11]([F:14])([F:13])[F:12]. (2) Given the reactants [NH2:1][C:2]1[C:3]2[C:10]([C:11]3[CH:16]=[CH:15][CH:14]=[C:13]([O:17][CH2:18][C:19]4[CH:24]=[CH:23][CH:22]=[CH:21][CH:20]=4)[CH:12]=3)=[CH:9][N:8]([C@H:25]3[CH2:28][C@H:27]([CH2:29][NH:30][C:31]([NH:33][CH2:34][CH2:35]Br)=[O:32])[CH2:26]3)[C:4]=2[N:5]=[CH:6][N:7]=1.BrCCN=C=O.[NH:43]1[CH2:48][CH2:47][O:46][CH2:45][CH2:44]1, predict the reaction product. The product is: [NH2:1][C:2]1[C:3]2[C:10]([C:11]3[CH:16]=[CH:15][CH:14]=[C:13]([O:17][CH2:18][C:19]4[CH:24]=[CH:23][CH:22]=[CH:21][CH:20]=4)[CH:12]=3)=[CH:9][N:8]([C@H:25]3[CH2:28][C@H:27]([CH2:29][NH:30][C:31]([NH:33][CH2:34][CH2:35][N:43]4[CH2:48][CH2:47][O:46][CH2:45][CH2:44]4)=[O:32])[CH2:26]3)[C:4]=2[N:5]=[CH:6][N:7]=1.